Dataset: Reaction yield outcomes from USPTO patents with 853,638 reactions. Task: Predict the reaction yield, written as a fraction of the theoretical maximum amount of product (1.0 means a 100% yield; for example, 0.34 means a 34% yield). (1) The product is [CH3:1][O:2][C:3]([C:5]1[S:6][C:7]([C:11]2[CH:16]=[CH:15][CH:14]=[CH:13][CH:12]=2)=[CH:8][C:9]=1[NH:10][CH3:18])=[O:4]. The yield is 0.320. The catalyst is CN(C)C=O. The reactants are [CH3:1][O:2][C:3]([C:5]1[S:6][C:7]([C:11]2[CH:16]=[CH:15][CH:14]=[CH:13][CH:12]=2)=[CH:8][C:9]=1[NH2:10])=[O:4].I[CH3:18]. (2) The reactants are Br[C:2]1[CH:7]=[CH:6][C:5]([C:8]2([O:11][CH:12]([CH3:14])[CH3:13])[CH2:10][CH2:9]2)=[C:4]([CH2:15][CH3:16])[CH:3]=1.[CH3:17][Si:18]([C:21]#[CH:22])([CH3:20])[CH3:19]. The catalyst is C(N(CC)CC)C.[Cu]I.Cl[Pd](Cl)([P](C1C=CC=CC=1)(C1C=CC=CC=1)C1C=CC=CC=1)[P](C1C=CC=CC=1)(C1C=CC=CC=1)C1C=CC=CC=1. The product is [CH:12]([O:11][C:8]1([C:5]2[CH:6]=[CH:7][C:2]([C:22]#[C:21][Si:18]([CH3:20])([CH3:19])[CH3:17])=[CH:3][C:4]=2[CH2:15][CH3:16])[CH2:10][CH2:9]1)([CH3:14])[CH3:13]. The yield is 0.990. (3) The reactants are [NH2:1][CH2:2][C:3]([NH2:5])=[O:4].C[Al](C)C.[Cl:10][C:11]1[CH:21]=[C:20](/[CH:22]=[CH:23]/[CH:24]([C:29]2[CH:34]=[C:33]([Cl:35])[C:32]([Cl:36])=[C:31]([Cl:37])[CH:30]=2)[C:25]([F:28])([F:27])[F:26])[CH:19]=[CH:18][C:12]=1[C:13](OCC)=[O:14]. The catalyst is C(Cl)Cl. The product is [Cl:10][C:11]1[CH:21]=[C:20](/[CH:22]=[CH:23]/[CH:24]([C:29]2[CH:30]=[C:31]([Cl:37])[C:32]([Cl:36])=[C:33]([Cl:35])[CH:34]=2)[C:25]([F:26])([F:27])[F:28])[CH:19]=[CH:18][C:12]=1[C:13]([NH:1][CH2:2][C:3](=[O:4])[NH:5][CH2:24][C:25]([F:28])([F:27])[F:26])=[O:14]. The yield is 0.500.